From a dataset of Forward reaction prediction with 1.9M reactions from USPTO patents (1976-2016). Predict the product of the given reaction. (1) The product is: [CH3:33][C@H:34]([CH:38]=[CH2:39])[C:35]([NH:1][C:2]1[CH:3]=[N:4][N:5]([CH2:25][O:26][CH2:27][CH2:28][Si:29]([CH3:31])([CH3:32])[CH3:30])[C:6]=1[C:7]1[CH:8]=[C:9]([C@@H:13]([NH:17][C:18](=[O:24])[O:19][C:20]([CH3:21])([CH3:22])[CH3:23])[CH2:14][CH:15]=[CH2:16])[CH:10]=[CH:11][CH:12]=1)=[O:36]. Given the reactants [NH2:1][C:2]1[CH:3]=[N:4][N:5]([CH2:25][O:26][CH2:27][CH2:28][Si:29]([CH3:32])([CH3:31])[CH3:30])[C:6]=1[C:7]1[CH:8]=[C:9]([C@@H:13]([NH:17][C:18](=[O:24])[O:19][C:20]([CH3:23])([CH3:22])[CH3:21])[CH2:14][CH:15]=[CH2:16])[CH:10]=[CH:11][CH:12]=1.[CH3:33][C@H:34]([CH:38]=[CH2:39])[C:35](O)=[O:36].N1C=CC=CC=1.C(P1(=O)OP(CCC)(=O)OP(CCC)(=O)O1)CC, predict the reaction product. (2) Given the reactants [NH2:1][CH2:2][CH2:3][CH2:4][CH2:5][N:6]1[C:18]2[C:17]3[CH:16]=[CH:15][CH:14]=[CH:13][C:12]=3[N:11]=[C:10]([NH2:19])[C:9]=2[N:8]=[C:7]1CCOC.[F:24][C:25]1[CH:30]=[C:29]([CH:31]([CH3:35])[C:32](Cl)=[O:33])[CH:28]=[CH:27][C:26]=1[C:36]1[CH:41]=[CH:40][CH:39]=[CH:38][CH:37]=1, predict the reaction product. The product is: [NH2:19][C:10]1[C:9]2[N:8]=[CH:7][N:6]([CH2:5][CH2:4][CH2:3][CH2:2][NH:1][C:32](=[O:33])[CH:31]([C:29]3[CH:28]=[CH:27][C:26]([C:36]4[CH:37]=[CH:38][CH:39]=[CH:40][CH:41]=4)=[C:25]([F:24])[CH:30]=3)[CH3:35])[C:18]=2[C:17]2[CH:16]=[CH:15][CH:14]=[CH:13][C:12]=2[N:11]=1. (3) Given the reactants [Cl:1][C:2]1[C:19]([C:20]2([C:23]#[N:24])[CH2:22][CH2:21]2)=[CH:18][CH:17]=[CH:16][C:3]=1[C:4]([NH:6][C:7]1[CH:12]=[C:11]([OH:13])[C:10]([F:14])=[CH:9][C:8]=1[F:15])=[O:5].Cl[C:26]1[CH:31]=[CH:30][C:29]([N+:32]([O-:34])=[O:33])=[CH:28][N:27]=1.C(=O)([O-])[O-].[K+].[K+].O, predict the reaction product. The product is: [Cl:1][C:2]1[C:19]([C:20]2([C:23]#[N:24])[CH2:22][CH2:21]2)=[CH:18][CH:17]=[CH:16][C:3]=1[C:4]([NH:6][C:7]1[CH:12]=[C:11]([O:13][C:26]2[CH:31]=[CH:30][C:29]([N+:32]([O-:34])=[O:33])=[CH:28][N:27]=2)[C:10]([F:14])=[CH:9][C:8]=1[F:15])=[O:5]. (4) Given the reactants [CH:1]1([CH2:6][CH2:7][S:8](Cl)(=[O:10])=[O:9])[CH2:5][CH2:4][CH2:3][CH2:2]1.[NH3:12], predict the reaction product. The product is: [CH:1]1([CH2:6][CH2:7][S:8]([NH2:12])(=[O:10])=[O:9])[CH2:5][CH2:4][CH2:3][CH2:2]1. (5) Given the reactants [CH2:1]([O:3][C:4]1[CH:9]=[CH:8][C:7]([C:10]2[Se:11][C:12]([CH:15]=[CH:16][CH2:17][CH2:18][CH3:19])=[CH:13][CH:14]=2)=[C:6]([F:20])[C:5]=1[F:21])[CH3:2], predict the reaction product. The product is: [CH2:1]([O:3][C:4]1[CH:9]=[CH:8][C:7]([C:10]2[Se:11][C:12]([CH2:15][CH2:16][CH2:17][CH2:18][CH3:19])=[CH:13][CH:14]=2)=[C:6]([F:20])[C:5]=1[F:21])[CH3:2]. (6) Given the reactants C([O:8][C:9]1[C:29]([O:30][CH3:31])=[CH:28][C:12]2[C:13]3[N:18]([CH:19]([CH3:21])[CH2:20][C:11]=2[CH:10]=1)[CH:17]=[C:16]([C:22]([O:24][CH2:25][CH3:26])=[O:23])[C:15](=[O:27])[CH:14]=3)C1C=CC=CC=1, predict the reaction product. The product is: [OH:8][C:9]1[C:29]([O:30][CH3:31])=[CH:28][C:12]2[C:13]3[N:18]([CH:19]([CH3:21])[CH2:20][C:11]=2[CH:10]=1)[CH:17]=[C:16]([C:22]([O:24][CH2:25][CH3:26])=[O:23])[C:15](=[O:27])[CH:14]=3.